Predict the reaction yield, written as a fraction of the theoretical maximum amount of product (1.0 means a 100% yield; for example, 0.34 means a 34% yield). From a dataset of Reaction yield outcomes from USPTO patents with 853,638 reactions. (1) The reactants are [Cl:1][C:2]1[C:3]([OH:40])=[C:4]([S:9]([N:12]([CH2:26][C:27]2[CH:32]=[CH:31][C:30]([C:33]3[CH:38]=[CH:37][C:36]([F:39])=[CH:35][CH:34]=3)=[CH:29][CH:28]=2)[CH2:13][C:14]2[CH:19]=[CH:18][CH:17]=[C:16]([CH2:20][NH:21][CH2:22][CH:23]([CH3:25])[CH3:24])[CH:15]=2)(=[O:11])=[O:10])[CH:5]=[C:6]([Cl:8])[CH:7]=1.CCN(C(C)C)C(C)C.[O:50]([C:57]1[CH:65]=[CH:64][CH:63]=[CH:62][C:58]=1[C:59]([OH:61])=O)[C:51]1[CH:56]=[CH:55][CH:54]=[CH:53][CH:52]=1.CCN=C=NCCCN(C)C. The catalyst is C(#N)C.C(OCC)(=O)C. The product is [Cl:1][C:2]1[C:3]([OH:40])=[C:4]([S:9]([N:12]([CH2:13][C:14]2[CH:15]=[C:16]([CH:17]=[CH:18][CH:19]=2)[CH2:20][N:21]([CH2:22][CH:23]([CH3:25])[CH3:24])[C:59](=[O:61])[C:58]2[CH:62]=[CH:63][CH:64]=[CH:65][C:57]=2[O:50][C:51]2[CH:52]=[CH:53][CH:54]=[CH:55][CH:56]=2)[CH2:26][C:27]2[CH:28]=[CH:29][C:30]([C:33]3[CH:34]=[CH:35][C:36]([F:39])=[CH:37][CH:38]=3)=[CH:31][CH:32]=2)(=[O:11])=[O:10])[CH:5]=[C:6]([Cl:8])[CH:7]=1. The yield is 0.500. (2) The reactants are [CH3:1][N:2]1[C:10]2[C:5](=[CH:6][C:7]([C:11]#[C:12][Si](C)(C)C)=[CH:8][CH:9]=2)[CH:4]=[CH:3]1.[Cl-].[Li+].C(C([Sn])=C(CCCC)CCCC)CCC. The catalyst is CN(C=O)C.C1(C=CC=CC=1)[P](C1C=CC=CC=1)(C1C=CC=CC=1)[Pd][P](C1C=CC=CC=1)(C1C=CC=CC=1)C1C=CC=CC=1. The product is [CH3:1][N:2]1[C:10]2[C:5](=[CH:6][C:7]([CH:11]=[CH2:12])=[CH:8][CH:9]=2)[CH:4]=[CH:3]1. The yield is 0.940. (3) The reactants are [C:1]([C:5]1[CH:10]=[C:9]([CH3:11])[C:8]([N+:12]([O-:14])=[O:13])=[CH:7][C:6]=1[N+:15]([O-:17])=[O:16])([CH3:4])([CH3:3])[CH3:2].C(C1C=CC([N+]([O-])=O)=C(C)C=1[N+]([O-])=O)(C)(C)C.C[C:36]([N:38]([CH3:40])[CH3:39])=O. The catalyst is CN(C=O)C. The product is [C:1]([C:5]1[C:6]([N+:15]([O-:17])=[O:16])=[CH:7][C:8]([N+:12]([O-:14])=[O:13])=[C:9](/[CH:11]=[CH:36]/[N:38]([CH3:40])[CH3:39])[CH:10]=1)([CH3:4])([CH3:2])[CH3:3]. The yield is 0.680.